This data is from Forward reaction prediction with 1.9M reactions from USPTO patents (1976-2016). The task is: Predict the product of the given reaction. (1) Given the reactants [CH2:1]([N:3]1[C:11]2[CH:10]=[C:9]([C:12]([O:14][CH3:15])=[O:13])[CH:8]=[C:7]3[N:16]([CH3:26])[S:17](=[O:25])(=[O:24])[C:18]([C:20]([O:22][CH3:23])=[O:21])=[CH:19][C:5]([C:6]=23)=[CH:4]1)[CH3:2].I[CH2:28][CH2:29]CC.CN1C2C3C(=CNC=3C=C(C(OC)=O)C=2)C=C(C(OC)=O)S1(=O)=O, predict the reaction product. The product is: [CH2:1]([N:3]1[C:11]2[CH:10]=[C:9]([C:12]([O:14][CH3:15])=[O:13])[CH:8]=[C:7]3[N:16]([CH3:26])[S:17](=[O:24])(=[O:25])[C:18]([C:20]([O:22][CH3:23])=[O:21])=[CH:19][C:5]([C:6]=23)=[CH:4]1)[CH2:2][CH2:28][CH3:29]. (2) Given the reactants [CH3:1][C:2]([C:16]1[CH:25]=[CH:24][C:23]2[C:22]([CH3:27])([CH3:26])[CH2:21][CH2:20][C:19]([CH3:29])([CH3:28])[C:18]=2[CH:17]=1)([CH3:15])[CH2:3][O:4][C:5]1[CH:14]=[CH:13][C:8]([C:9]([O:11]C)=[O:10])=[CH:7][CH:6]=1.O.[OH-].[Li+].Cl, predict the reaction product. The product is: [CH3:15][C:2]([C:16]1[CH:25]=[CH:24][C:23]2[C:22]([CH3:27])([CH3:26])[CH2:21][CH2:20][C:19]([CH3:29])([CH3:28])[C:18]=2[CH:17]=1)([CH3:1])[CH2:3][O:4][C:5]1[CH:6]=[CH:7][C:8]([C:9]([OH:11])=[O:10])=[CH:13][CH:14]=1. (3) Given the reactants C([O:8][C:9]1[CH:10]=[C:11]2[C:15](=[CH:16][CH:17]=1)[NH:14][CH:13]=[C:12]2[C:18]1[CH2:19][CH2:20][N:21]([CH3:24])[CH2:22][CH:23]=1)C1C=CC=CC=1.[H][H], predict the reaction product. The product is: [CH3:24][N:21]1[CH2:20][CH2:19][CH:18]([C:12]2[C:11]3[C:15](=[CH:16][CH:17]=[C:9]([OH:8])[CH:10]=3)[NH:14][CH:13]=2)[CH2:23][CH2:22]1. (4) The product is: [N:1]1[CH:6]=[CH:5][CH:4]=[C:3]([CH:7]=[N:39][C:13]([O:12][Si:19]([CH3:26])([CH3:25])[CH3:18])=[CH2:14])[CH:2]=1. Given the reactants [N:1]1[CH:6]=[CH:5][CH:4]=[C:3]([CH:7]=O)[CH:2]=1.ClC1C=[C:12](C=CC=1)[CH:13]=[O:14].[CH3:18][Si:19]([CH3:26])([CH3:25])N[Si:19]([CH3:26])([CH3:25])[CH3:18].C([Li])CCC.C[Si](Cl)(C)C.C([N:39](CC)CC)C.C(Cl)(=O)C, predict the reaction product. (5) Given the reactants O[C:2]1[CH:7]=[C:6]([OH:8])[CH:5]=[CH:4][C:3]=1[C:9](=[N:14][OH:15])[C:10]([F:13])([F:12])[F:11].C1(P(C2C=CC=CC=2)C2C=CC=CC=2)C=CC=CC=1.CCOC(/N=N/C(OCC)=O)=O.O, predict the reaction product. The product is: [F:13][C:10]([F:11])([F:12])[C:9]1[C:3]2[CH:4]=[CH:5][C:6]([OH:8])=[CH:7][C:2]=2[O:15][N:14]=1. (6) Given the reactants [CH:1]1([CH:7]([NH:23][C:24]([C:26]2[CH:31]=[N:30][CH:29]=[CH:28][N:27]=2)=[O:25])[CH:8]([NH:13][CH:14]([C:19]([CH3:22])([CH3:21])[CH3:20])[C:15]([O:17]C)=[O:16])[C:9]([F:12])([F:11])[F:10])[CH2:6][CH2:5][CH2:4][CH2:3][CH2:2]1.C[Si](C)(C)[O-].[K+], predict the reaction product. The product is: [CH:1]1([CH:7]([NH:23][C:24]([C:26]2[CH:31]=[N:30][CH:29]=[CH:28][N:27]=2)=[O:25])[CH:8]([NH:13][CH:14]([C:19]([CH3:22])([CH3:21])[CH3:20])[C:15]([OH:17])=[O:16])[C:9]([F:11])([F:12])[F:10])[CH2:6][CH2:5][CH2:4][CH2:3][CH2:2]1. (7) Given the reactants [C:1](Cl)(=O)[C:2]1[CH:7]=[CH:6][CH:5]=[CH:4][CH:3]=1.NC1[C:12](Cl)=[N:13][C:14]([Cl:17])=[CH:15][CH:16]=1.C(=O)([O-])[O-:20].[Na+].[Na+].C[C:26]([N:28](C)C)=O, predict the reaction product. The product is: [Cl:17][C:14]1[NH:13][C:12](=[O:20])[C:1]2[C:16]([CH:15]=1)=[N:28][CH:26]=[C:7]1[C:2]=2[CH:3]=[CH:4][CH:5]=[CH:6]1.